Predict the reaction yield, written as a fraction of the theoretical maximum amount of product (1.0 means a 100% yield; for example, 0.34 means a 34% yield). From a dataset of Reaction yield outcomes from USPTO patents with 853,638 reactions. (1) The yield is 0.905. The reactants are [CH3:1][C:2]([C:5]1[NH:14][C:8]2=[N+:9]([O-])[CH:10]=[CH:11][CH:12]=[C:7]2[CH:6]=1)([CH3:4])[CH3:3].CS([Cl:19])(=O)=O.[OH-].[Na+]. The product is [Cl:19][C:12]1[CH:11]=[CH:10][N:9]=[C:8]2[NH:14][C:5]([C:2]([CH3:4])([CH3:3])[CH3:1])=[CH:6][C:7]=12. The catalyst is CN(C=O)C. (2) The reactants are [N:1]1([CH:7]2[CH2:13][CH2:12][C:11]3[CH:14]=[C:15]([NH2:18])[CH:16]=[CH:17][C:10]=3[CH2:9][CH2:8]2)[CH2:6][CH2:5][O:4][CH2:3][CH2:2]1.Cl[C:20]1[N:25]=[C:24]([NH:26][C:27]2[CH:36]=[CH:35][CH:34]=[CH:33][C:28]=2[C:29]([NH:31][CH3:32])=[O:30])[C:23]([Cl:37])=[CH:22][N:21]=1.C(O)(C)C.Cl.O1CCOCC1. No catalyst specified. The product is [Cl:37][C:23]1[C:24]([NH:26][C:27]2[CH:36]=[CH:35][CH:34]=[CH:33][C:28]=2[C:29]([NH:31][CH3:32])=[O:30])=[N:25][C:20]([NH:18][C:15]2[CH:16]=[CH:17][C:10]3[CH2:9][CH2:8][CH:7]([N:1]4[CH2:6][CH2:5][O:4][CH2:3][CH2:2]4)[CH2:13][CH2:12][C:11]=3[CH:14]=2)=[N:21][CH:22]=1. The yield is 0.400. (3) The reactants are Br[C:2]1[C:10]2[O:9][C:8]([C:11]3[CH:16]=[CH:15][C:14]([O:17][Si:18]([C:21]([CH3:24])([CH3:23])[CH3:22])([CH3:20])[CH3:19])=[C:13]([F:25])[CH:12]=3)=[N:7][C:6]=2[CH:5]=[C:4]([O:26][Si:27]([C:30]([CH3:33])([CH3:32])[CH3:31])([CH3:29])[CH3:28])[CH:3]=1.[CH2:34]([Sn](CCCC)(CCCC)C=C)[CH2:35]CC.CC1C=CC(C)=CC=1. The catalyst is C(OCC)C.CC1C=CC=CC=1[P](C1C=CC=CC=1C)([Pd](Cl)(Cl)[P](C1=C(C)C=CC=C1)(C1C=CC=CC=1C)C1C=CC=CC=1C)C1C=CC=CC=1C. The product is [Si:27]([O:26][C:4]1[CH:3]=[C:2]([CH:34]=[CH2:35])[C:10]2[O:9][C:8]([C:11]3[CH:16]=[CH:15][C:14]([O:17][Si:18]([C:21]([CH3:24])([CH3:23])[CH3:22])([CH3:20])[CH3:19])=[C:13]([F:25])[CH:12]=3)=[N:7][C:6]=2[CH:5]=1)([C:30]([CH3:33])([CH3:31])[CH3:32])([CH3:29])[CH3:28]. The yield is 0.890.